From a dataset of NCI-60 drug combinations with 297,098 pairs across 59 cell lines. Regression. Given two drug SMILES strings and cell line genomic features, predict the synergy score measuring deviation from expected non-interaction effect. (1) Drug 1: C1C(C(OC1N2C=C(C(=O)NC2=O)F)CO)O. Drug 2: CN(C(=O)NC(C=O)C(C(C(CO)O)O)O)N=O. Cell line: UACC62. Synergy scores: CSS=10.9, Synergy_ZIP=-4.47, Synergy_Bliss=-0.396, Synergy_Loewe=-7.84, Synergy_HSA=0.257. (2) Drug 1: CN(C)N=NC1=C(NC=N1)C(=O)N. Drug 2: CC1C(C(CC(O1)OC2CC(OC(C2O)C)OC3=CC4=CC5=C(C(=O)C(C(C5)C(C(=O)C(C(C)O)O)OC)OC6CC(C(C(O6)C)O)OC7CC(C(C(O7)C)O)OC8CC(C(C(O8)C)O)(C)O)C(=C4C(=C3C)O)O)O)O. Cell line: KM12. Synergy scores: CSS=24.8, Synergy_ZIP=7.21, Synergy_Bliss=9.43, Synergy_Loewe=14.9, Synergy_HSA=12.6. (3) Drug 1: CC12CCC(CC1=CCC3C2CCC4(C3CC=C4C5=CN=CC=C5)C)O. Drug 2: C1C(C(OC1N2C=NC(=NC2=O)N)CO)O. Cell line: HCC-2998. Synergy scores: CSS=28.2, Synergy_ZIP=1.57, Synergy_Bliss=7.04, Synergy_Loewe=2.97, Synergy_HSA=6.97. (4) Drug 1: CN(CC1=CN=C2C(=N1)C(=NC(=N2)N)N)C3=CC=C(C=C3)C(=O)NC(CCC(=O)O)C(=O)O. Drug 2: C1C(C(OC1N2C=NC3=C(N=C(N=C32)Cl)N)CO)O. Cell line: RPMI-8226. Synergy scores: CSS=50.6, Synergy_ZIP=-10.7, Synergy_Bliss=-1.53, Synergy_Loewe=-22.7, Synergy_HSA=1.65. (5) Drug 1: C1=CC=C(C=C1)NC(=O)CCCCCCC(=O)NO. Drug 2: B(C(CC(C)C)NC(=O)C(CC1=CC=CC=C1)NC(=O)C2=NC=CN=C2)(O)O. Cell line: SK-MEL-28. Synergy scores: CSS=27.8, Synergy_ZIP=0.101, Synergy_Bliss=1.34, Synergy_Loewe=-23.9, Synergy_HSA=-7.96. (6) Drug 1: CNC(=O)C1=NC=CC(=C1)OC2=CC=C(C=C2)NC(=O)NC3=CC(=C(C=C3)Cl)C(F)(F)F. Drug 2: CCCCC(=O)OCC(=O)C1(CC(C2=C(C1)C(=C3C(=C2O)C(=O)C4=C(C3=O)C=CC=C4OC)O)OC5CC(C(C(O5)C)O)NC(=O)C(F)(F)F)O. Cell line: NCI-H322M. Synergy scores: CSS=1.24, Synergy_ZIP=-3.10, Synergy_Bliss=-4.72, Synergy_Loewe=-10.3, Synergy_HSA=-5.86.